Dataset: Full USPTO retrosynthesis dataset with 1.9M reactions from patents (1976-2016). Task: Predict the reactants needed to synthesize the given product. Given the product [O:1]1[CH2:6][CH2:4][O:3][CH:2]1[C:7]1[CH:8]=[CH:9][C:10]([C:13]2[S:21][C:20]3[C:15](=[N:16][CH:17]=[CH:18][C:19]=3[O:22][C:23]3[CH:28]=[CH:27][C:26]([N+:29]([O-:31])=[O:30])=[CH:25][C:24]=3[F:32])[CH:14]=2)=[N:11][CH:12]=1, predict the reactants needed to synthesize it. The reactants are: [O:1]1[CH2:6]C[CH2:4][O:3][CH:2]1[C:7]1[CH:8]=[CH:9][C:10]([C:13]2[S:21][C:20]3[C:15](=[N:16][CH:17]=[CH:18][C:19]=3[O:22][C:23]3[CH:28]=[CH:27][C:26]([N+:29]([O-:31])=[O:30])=[CH:25][C:24]=3[F:32])[CH:14]=2)=[N:11][CH:12]=1.O1CCOC1C1C=CC(C2SC3C(=NC=CC=3Cl)C=2)=NC=1.